This data is from Forward reaction prediction with 1.9M reactions from USPTO patents (1976-2016). The task is: Predict the product of the given reaction. (1) Given the reactants [Si:1]([O:18][CH2:19][C:20]1[C:25]([N:26]2[CH2:31][C@H:30]([CH3:32])[O:29][C@H:28]([CH3:33])[CH2:27]2)=[C:24]([F:34])[C:23]([F:35])=[CH:22][CH:21]=1)([C:14]([CH3:17])([CH3:16])[CH3:15])([C:8]1[CH:13]=[CH:12][CH:11]=[CH:10][CH:9]=1)[C:2]1[CH:7]=[CH:6][CH:5]=[CH:4][CH:3]=1.[Cl:36][CH2:37][C:38](N(OC)C)=[O:39], predict the reaction product. The product is: [Si:1]([O:18][CH2:19][C:20]1[C:25]([N:26]2[CH2:31][C@H:30]([CH3:32])[O:29][C@H:28]([CH3:33])[CH2:27]2)=[C:24]([F:34])[C:23]([F:35])=[C:22]([C:38](=[O:39])[CH2:37][Cl:36])[CH:21]=1)([C:14]([CH3:16])([CH3:17])[CH3:15])([C:2]1[CH:7]=[CH:6][CH:5]=[CH:4][CH:3]=1)[C:8]1[CH:13]=[CH:12][CH:11]=[CH:10][CH:9]=1. (2) Given the reactants [Cl-].[NH4+].[CH3:3][N:4]1[C:9](=[O:10])[C:8]2[C:11]([S:25][C:26]3[CH:31]=[CH:30][C:29]([N+:32]([O-])=O)=[CH:28][N:27]=3)=[C:12]([CH2:14][C:15]3[C:24]4[C:19](=[CH:20][CH:21]=[CH:22][CH:23]=4)[CH:18]=[CH:17][CH:16]=3)[S:13][C:7]=2[N:6]([CH2:35][CH:36]([CH3:38])[CH3:37])[C:5]1=[O:39].[OH-].[Na+].C(OCC)(=O)C, predict the reaction product. The product is: [NH2:32][C:29]1[CH:30]=[CH:31][C:26]([S:25][C:11]2[C:8]3[C:9](=[O:10])[N:4]([CH3:3])[C:5](=[O:39])[N:6]([CH2:35][CH:36]([CH3:38])[CH3:37])[C:7]=3[S:13][C:12]=2[CH2:14][C:15]2[C:24]3[C:19](=[CH:20][CH:21]=[CH:22][CH:23]=3)[CH:18]=[CH:17][CH:16]=2)=[N:27][CH:28]=1. (3) The product is: [CH2:1]([N:3]1[C:7]2[C:8]([NH:12][C:29]([NH:28][C:19]3[CH:20]=[C:21]([S:24]([CH3:27])(=[O:26])=[O:25])[CH:22]=[CH:23][C:18]=3[O:17][CH:14]([CH3:16])[CH3:15])=[S:30])=[CH:9][CH:10]=[CH:11][C:6]=2[N:5]=[C:4]1[CH3:13])[CH3:2]. Given the reactants [CH2:1]([N:3]1[C:7]2[C:8]([NH2:12])=[CH:9][CH:10]=[CH:11][C:6]=2[N:5]=[C:4]1[CH3:13])[CH3:2].[CH:14]([O:17][C:18]1[CH:23]=[CH:22][C:21]([S:24]([CH3:27])(=[O:26])=[O:25])=[CH:20][C:19]=1[N:28]=[C:29]=[S:30])([CH3:16])[CH3:15].CC1N(C)C2C(NC(=S)NC3C=C(S(N)(=O)=O)C=CC=3OC(C)C)=CC=CC=2N=1, predict the reaction product. (4) Given the reactants [CH3:1][C:2]1[CH:8]=[C:7]([OH:9])[CH:6]=[C:5]([CH3:10])[C:3]=1[OH:4].[CH:11]([C:13]1(O)[CH2:16][CH2:15][CH2:14]1)=[CH2:12], predict the reaction product. The product is: [CH3:10][C:5]1[C:3]([OH:4])=[C:2]([CH3:1])[CH:8]=[C:7]2[C:6]=1[CH2:12][CH2:11][C:13]1([O:9]2)[CH2:16][CH2:15][CH2:14]1. (5) Given the reactants Cl[C:2]1[CH:7]=[CH:6][N:5]=[CH:4][C:3]=1[N+:8]([O-:10])=[O:9].[Cl:11][C:12]1[CH:19]=[CH:18][C:15]([CH2:16][OH:17])=[CH:14][CH:13]=1, predict the reaction product. The product is: [Cl:11][C:12]1[CH:19]=[CH:18][C:15]([CH2:16][O:17][C:2]2[CH:7]=[CH:6][N:5]=[CH:4][C:3]=2[N+:8]([O-:10])=[O:9])=[CH:14][CH:13]=1. (6) Given the reactants [C:1](OC(=O)C)(=O)C.[F:8][C:9]1[CH:14]=[CH:13][C:12]([C:15](=[O:27])[CH2:16][C:17]2[CH:22]=[CH:21][C:20]([C:23]([F:26])([F:25])[F:24])=[CH:19][N:18]=2)=[CH:11][CH:10]=1.CN(C)CN(C)C, predict the reaction product. The product is: [F:8][C:9]1[CH:10]=[CH:11][C:12]([C:15](=[O:27])[C:16]([C:17]2[CH:22]=[CH:21][C:20]([C:23]([F:24])([F:25])[F:26])=[CH:19][N:18]=2)=[CH2:1])=[CH:13][CH:14]=1. (7) Given the reactants [CH2:1]([C:3]1[CH:7]=[C:6]([C:8]([OH:10])=O)[O:5][N:4]=1)[CH3:2].CN(C(ON1N=NC2C=CC=NC1=2)=[N+](C)C)C.F[P-](F)(F)(F)(F)F.C([O:37][C:38](=[O:63])[C@H:39]([NH:58][C:59]([O:61][CH3:62])=[O:60])[CH2:40][C@H:41]([NH2:57])[CH2:42][C:43]1[CH:48]=[CH:47][C:46]([C:49]2[CH:54]=[C:53]([Cl:55])[CH:52]=[CH:51][C:50]=2[F:56])=[CH:45][CH:44]=1)C.CCN(C(C)C)C(C)C.[OH-].[Na+], predict the reaction product. The product is: [Cl:55][C:53]1[CH:52]=[CH:51][C:50]([F:56])=[C:49]([C:46]2[CH:45]=[CH:44][C:43]([CH2:42][C@@H:41]([NH:57][C:8]([C:6]3[O:5][N:4]=[C:3]([CH2:1][CH3:2])[CH:7]=3)=[O:10])[CH2:40][C@@H:39]([NH:58][C:59]([O:61][CH3:62])=[O:60])[C:38]([OH:63])=[O:37])=[CH:48][CH:47]=2)[CH:54]=1.